The task is: Binary Classification. Given a miRNA mature sequence and a target amino acid sequence, predict their likelihood of interaction.. This data is from Experimentally validated miRNA-target interactions with 360,000+ pairs, plus equal number of negative samples. (1) The miRNA is hsa-miR-1287-5p with sequence UGCUGGAUCAGUGGUUCGAGUC. The protein sequence of the target gene is MALLSTVRGATWGRLVTRHFSHAARHGERPGGEELSRLLLDDLVPTSRLELLFGMTPCLLALQAARRSVARLLLQAGKAGLQGKRAELLRMAEARDIPVLRPRRQKLDTMCRYQVHQGVCMEVSPLRPRPWREAGEASPGDDPQQLWLVLDGIQDPRNFGAVLRSAHFLGVDKVITSRRNSCPLTPVVSKSSAGAMEVMDVFSTDDLTGFLQTKAQQGWLVAGTVGCPSTEDPQSSEIPIMSCLEFLWERPTLLVLGNEGSGLSQEVQASCQLLLTILPRRQLPPGLESLNVSVAAGILL.... Result: 0 (no interaction). (2) The miRNA is hsa-miR-6750-3p with sequence GAACUCACCCUCUGCUCCCAG. The protein sequence of the target gene is MGASGRLLRAVIMGAPGSGKGTVSSRITKHFELKHLSSGDLLRQNMLQGTEIGVLAKTFIDQGKLIPDDVMTRLALHELKTLTQCSWLLDGFPRTLPQAEALDKVYQIDTVINLNVPFEVIKQRLTARWIHPASGRVYNIEFNPPKTVGIDDLTGEPLIQREDDKPETVIKRLKAYEAQTEPVLQYYQKKGVLETFSGTETNKIWPHVYSFLQTKVPETTQKASVTP. Result: 0 (no interaction).